This data is from HIV replication inhibition screening data with 41,000+ compounds from the AIDS Antiviral Screen. The task is: Binary Classification. Given a drug SMILES string, predict its activity (active/inactive) in a high-throughput screening assay against a specified biological target. (1) The result is 0 (inactive). The drug is CSCCC(NC(=O)Cc1ccc(C(=O)c2ccccc2)cc1)C(=O)N1CCN(CCCCN2c3ccccc3Sc3cc(N=[N+]=[N-])ccc32)CC1. (2) The drug is O=C(CCc1cc(-c2ccco2)n(-c2ccc([N+](=O)[O-])cc2[N+](=O)[O-])n1)Nc1ccccc1. The result is 0 (inactive). (3) The drug is Cc1cc(S(=O)(=O)NC2=Nc3cccc(F)c3CN2)c(S)cc1Cl. The result is 0 (inactive). (4) The result is 0 (inactive). The drug is CCOC(=O)c1c[nH]c2cc3c(cc2c1=O)CCS3. (5) The compound is O=S(=O)(O)OC1CCCC1S(=O)(=O)O. The result is 0 (inactive). (6) The compound is S=P(NC1CCCCC1)(NC1CCCCC1)NC1CCCCC1. The result is 0 (inactive).